Dataset: Forward reaction prediction with 1.9M reactions from USPTO patents (1976-2016). Task: Predict the product of the given reaction. Given the reactants [CH3:1][O:2][C:3]1[CH:4]=[C:5]([CH:24]=[C:25]([O:29][CH3:30])[C:26]=1[O:27][CH3:28])[C:6]([N:8]1[CH2:12][CH2:11][C:10]([C:16]2[CH:21]=[CH:20][C:19]([Cl:22])=[C:18]([Cl:23])[CH:17]=2)([CH2:13][CH2:14][OH:15])[CH2:9]1)=[O:7].ClCCl.N1C=CC=CC=1.[C:40](OC(=O)C)(=[O:42])[CH3:41], predict the reaction product. The product is: [CH3:1][O:2][C:3]1[CH:4]=[C:5]([CH:24]=[C:25]([O:29][CH3:30])[C:26]=1[O:27][CH3:28])[C:6]([N:8]1[CH2:12][CH2:11][C:10]([C:16]2[CH:21]=[CH:20][C:19]([Cl:22])=[C:18]([Cl:23])[CH:17]=2)([CH2:13][CH2:14][O:15][C:40](=[O:42])[CH3:41])[CH2:9]1)=[O:7].